Dataset: Catalyst prediction with 721,799 reactions and 888 catalyst types from USPTO. Task: Predict which catalyst facilitates the given reaction. (1) Reactant: [N+:1]([C:4]1[CH:5]=[C:6]([CH:23]=[CH:24][CH:25]=1)[CH2:7][NH:8][C:9]1[CH:10]=[C:11]([NH:15]C(=O)OC(C)(C)C)[CH:12]=[CH:13][CH:14]=1)([O-:3])=[O:2].[F:26][C:27]([F:32])([F:31])[C:28]([OH:30])=[O:29]. Product: [F:26][C:27]([F:32])([F:31])[C:28]([OH:30])=[O:29].[F:26][C:27]([F:32])([F:31])[C:28]([OH:30])=[O:29].[N+:1]([C:4]1[CH:5]=[C:6]([CH:23]=[CH:24][CH:25]=1)[CH2:7][NH:8][C:9]1[CH:14]=[CH:13][CH:12]=[C:11]([NH2:15])[CH:10]=1)([O-:3])=[O:2]. The catalyst class is: 4. (2) Reactant: [C:1]12([C:11]3[CH:12]=[C:13]([C:19]4[CH:20]=[C:21]5[C:26](=[CH:27][CH:28]=4)[CH:25]=[C:24]([CH:29]=[O:30])[CH:23]=[CH:22]5)[CH:14]=[CH:15][C:16]=3[O:17][CH3:18])[CH2:10][CH:5]3[CH2:6][CH:7]([CH2:9][CH:3]([CH2:4]3)[CH2:2]1)[CH2:8]2.CC(C[AlH]CC(C)C)C. Product: [C:1]12([C:11]3[CH:12]=[C:13]([C:19]4[CH:20]=[C:21]5[C:26](=[CH:27][CH:28]=4)[CH:25]=[C:24]([CH2:29][OH:30])[CH:23]=[CH:22]5)[CH:14]=[CH:15][C:16]=3[O:17][CH3:18])[CH2:8][CH:7]3[CH2:6][CH:5]([CH2:4][CH:3]([CH2:9]3)[CH2:2]1)[CH2:10]2. The catalyst class is: 11. (3) Reactant: [F:1][C:2]([F:25])([F:24])[C:3]1[CH:4]=[C:5]([CH:13]([CH:19]([N+:21]([O-])=O)[CH3:20])[CH2:14][C:15]([O:17]C)=O)[CH:6]=[C:7]([C:9]([F:12])([F:11])[F:10])[CH:8]=1. Product: [F:10][C:9]([F:12])([F:11])[C:7]1[CH:6]=[C:5]([CH:13]2[CH:19]([CH3:20])[NH:21][C:15](=[O:17])[CH2:14]2)[CH:4]=[C:3]([C:2]([F:25])([F:1])[F:24])[CH:8]=1. The catalyst class is: 592. (4) Reactant: [C:1](#[N:5])[CH2:2][C:3]#[N:4].[C:6]1([CH:16]=O)[C:15]2[C:10](=[CH:11][CH:12]=[CH:13][CH:14]=2)[CH:9]=[CH:8][CH:7]=1.[BH4-].[Na+].Cl. Product: [C:6]1([CH2:16][CH:2]([C:1]#[N:5])[C:3]#[N:4])[C:15]2[C:10](=[CH:11][CH:12]=[CH:13][CH:14]=2)[CH:9]=[CH:8][CH:7]=1. The catalyst class is: 40. (5) Reactant: [CH3:1][C:2]1[CH:10]=[CH:9][C:5]([C:6]([OH:8])=[O:7])=[C:4]([Cl:11])[CH:3]=1.FC(S(O)(=O)=O)(F)F.[I:20]N1C(=O)CCC1=O. Product: [Cl:11][C:4]1[CH:3]=[C:2]([CH3:1])[C:10]([I:20])=[CH:9][C:5]=1[C:6]([OH:8])=[O:7]. The catalyst class is: 4. (6) Reactant: [CH3:1][C:2]([O:5][C:6]([NH:8][C:9]([C:11]1[CH:20]=[CH:19][C:14]([C:15]([O:17]C)=[O:16])=[CH:13][CH:12]=1)=[NH:10])=[O:7])([CH3:4])[CH3:3].[OH-].[Na+]. Product: [CH3:4][C:2]([O:5][C:6]([NH:8][C:9]([C:11]1[CH:12]=[CH:13][C:14]([C:15]([OH:17])=[O:16])=[CH:19][CH:20]=1)=[NH:10])=[O:7])([CH3:1])[CH3:3]. The catalyst class is: 5. (7) Reactant: [F:1][C:2]([F:13])([F:12])[C:3]1[CH:4]=[C:5]([CH:9]=[CH:10][CH:11]=1)[C:6](Cl)=[O:7].C(N(CC)CC)C.[Br:21][C:22]1[CH:23]=[C:24]([CH:26]=[CH:27][C:28]=1[CH3:29])[NH2:25].FC(F)(F)C1C=C(C=CC=1)N. Product: [Br:21][C:22]1[CH:23]=[C:24]([NH:25][C:6](=[O:7])[C:5]2[CH:9]=[CH:10][CH:11]=[C:3]([C:2]([F:13])([F:12])[F:1])[CH:4]=2)[CH:26]=[CH:27][C:28]=1[CH3:29]. The catalyst class is: 47.